From a dataset of Full USPTO retrosynthesis dataset with 1.9M reactions from patents (1976-2016). Predict the reactants needed to synthesize the given product. (1) The reactants are: Br[CH2:2][C:3]1[CH:4]=[C:5]([C:13]([O:15][CH3:16])=[O:14])[C:6](=[CH:11][CH:12]=1)[C:7]([O:9][CH3:10])=[O:8].[P:17]([O:24]CC)([O:21][CH2:22][CH3:23])[O:18][CH2:19][CH3:20]. Given the product [CH2:19]([O:18][P:17]([CH2:2][C:3]1[CH:4]=[C:5]([C:13]([O:15][CH3:16])=[O:14])[C:6](=[CH:11][CH:12]=1)[C:7]([O:9][CH3:10])=[O:8])([O:21][CH2:22][CH3:23])=[O:24])[CH3:20], predict the reactants needed to synthesize it. (2) The reactants are: [Br-].[Li]CCCC.Br[C:8]1[CH:13]=[C:12]([Cl:14])[CH:11]=[CH:10][C:9]=1[O:15][CH3:16].C([O:20][B:21](OC(C)C)[O:22]C(C)C)(C)C. Given the product [Cl:14][C:12]1[CH:13]=[C:8]([B:21]([OH:22])[OH:20])[C:9]([O:15][CH3:16])=[CH:10][CH:11]=1, predict the reactants needed to synthesize it. (3) Given the product [Cl:11][C:12]1[CH:13]=[CH:14][C:15]([C:18]2([C@H:22]([NH2:27])[CH2:23][CH:24]([CH3:25])[CH3:26])[CH2:21][CH2:20][CH2:19]2)=[CH:16][CH:17]=1, predict the reactants needed to synthesize it. The reactants are: C(O)(=O)[C@H]([C@@H](C(O)=O)O)O.[Cl:11][C:12]1[CH:17]=[CH:16][C:15]([C:18]2([CH:22]([NH2:27])[CH2:23][CH:24]([CH3:26])[CH3:25])[CH2:21][CH2:20][CH2:19]2)=[CH:14][CH:13]=1.